This data is from Reaction yield outcomes from USPTO patents with 853,638 reactions. The task is: Predict the reaction yield, written as a fraction of the theoretical maximum amount of product (1.0 means a 100% yield; for example, 0.34 means a 34% yield). (1) The reactants are [CH2:1]([O:3][C:4](=[O:13])[C:5]1[CH:10]=[CH:9][C:8]([F:11])=[CH:7][C:6]=1[OH:12])[CH3:2].[C:14](=O)([O-])[O-].[Cs+].[Cs+].CI. The catalyst is C(#N)C. The product is [CH2:1]([O:3][C:4](=[O:13])[C:5]1[CH:10]=[CH:9][C:8]([F:11])=[CH:7][C:6]=1[O:12][CH3:14])[CH3:2]. The yield is 0.930. (2) The reactants are C([O:5][C:6](=[O:32])[C@H:7]([CH2:25][C:26]1[CH:31]=[CH:30][CH:29]=[CH:28][CH:27]=1)[NH:8][C:9](=[O:24])[C@@H:10]1[CH2:14][CH2:13][CH2:12][N:11]1[C:15](=[O:23])[C@H:16]([CH3:22])[CH2:17][S:18][C:19](=[O:21])[CH3:20])(C)(C)C. The catalyst is FC(F)(F)C(O)=O.C(Cl)Cl. The product is [C:19]([S:18][CH2:17][C@@H:16]([CH3:22])[C:15]([N:11]1[CH2:12][CH2:13][CH2:14][C@H:10]1[C:9]([NH:8][C@H:7]([C:6]([OH:32])=[O:5])[CH2:25][C:26]1[CH:27]=[CH:28][CH:29]=[CH:30][CH:31]=1)=[O:24])=[O:23])(=[O:21])[CH3:20]. The yield is 1.00. (3) The reactants are [Br:1][C:2]1[CH:7]=[CH:6][C:5]([CH:8]=[CH2:9])=[C:4]([O:10][CH3:11])[CH:3]=1.[Cl-:12].P(Cl)(Cl)([Cl:15])=O.[O:18]1CC[CH2:20][CH2:19]1. No catalyst specified. The product is [Br:1][C:2]1[CH:7]=[CH:6][C:5]([CH:8]2[CH2:20][C:19](=[O:18])[C:9]2([Cl:15])[Cl:12])=[C:4]([O:10][CH3:11])[CH:3]=1. The yield is 0.350. (4) The reactants are [OH:1][C@H:2]1[C:10]2[C:5](=[CH:6][CH:7]=[CH:8][CH:9]=2)[CH2:4][C@:3]1([CH2:20][C:21]1[CH:29]=[CH:28][C:24]([C:25]([OH:27])=O)=[CH:23][CH:22]=1)[C:11]1[CH2:12][C:13]2[C:18]([CH:19]=1)=[CH:17][CH:16]=[CH:15][CH:14]=2.CCN(CC)CC.[NH2:37][CH2:38][CH2:39][OH:40].C(P1(=O)OP(CCC)(=O)OP(CCC)(=O)O1)CC. The catalyst is C(Cl)Cl. The product is [OH:1][C@H:2]1[C:10]2[C:5](=[CH:6][CH:7]=[CH:8][CH:9]=2)[CH2:4][C@:3]1([CH2:20][C:21]1[CH:29]=[CH:28][C:24]([C:25]([NH:37][CH2:38][CH2:39][OH:40])=[O:27])=[CH:23][CH:22]=1)[C:11]1[CH2:12][C:13]2[C:18]([CH:19]=1)=[CH:17][CH:16]=[CH:15][CH:14]=2. The yield is 0.720. (5) The reactants are [N:1]12[CH2:8][CH2:7][C:4]([C:9]([C:17]3[CH:22]=[CH:21][CH:20]=[CH:19][CH:18]=3)([C:11]3[CH:16]=[CH:15][CH:14]=[CH:13][CH:12]=3)[OH:10])([CH2:5][CH2:6]1)[CH2:3][CH2:2]2.[Br:23][CH2:24][CH2:25][CH2:26][CH2:27][CH2:28][CH2:29][CH2:30][CH2:31][CH3:32]. The catalyst is CC#N. The product is [Br-:23].[OH:10][C:9]([C:17]1[CH:22]=[CH:21][CH:20]=[CH:19][CH:18]=1)([C:11]1[CH:12]=[CH:13][CH:14]=[CH:15][CH:16]=1)[C:4]12[CH2:5][CH2:6][N+:1]([CH2:24][CH2:25][CH2:26][CH2:27][CH2:28][CH2:29][CH2:30][CH2:31][CH3:32])([CH2:2][CH2:3]1)[CH2:8][CH2:7]2. The yield is 0.458.